This data is from Forward reaction prediction with 1.9M reactions from USPTO patents (1976-2016). The task is: Predict the product of the given reaction. (1) The product is: [NH2:13][CH2:12][CH2:11][CH2:10][C:6]1[CH:5]=[C:4]([CH2:3][C:2]([CH3:28])([OH:1])[CH2:24][CH2:25][CH2:26][CH3:27])[CH:9]=[CH:8][CH:7]=1. Given the reactants [OH:1][C:2]([CH3:28])([CH2:24][CH2:25][CH2:26][CH3:27])[CH2:3][C:4]1[CH:5]=[C:6]([CH2:10][CH2:11][CH2:12][N:13]2C(=O)C3C(=CC=CC=3)C2=O)[CH:7]=[CH:8][CH:9]=1.N.CO, predict the reaction product. (2) Given the reactants [OH:1][CH:2]1[C:11]2[C:6](=[CH:7][CH:8]=[C:9]([N:12]3[C:17](=[O:18])[C:16]([CH2:19][C:20]4[CH:25]=[CH:24][C:23]([C:26]5[C:27]([C:32]#[N:33])=[CH:28][CH:29]=[CH:30][CH:31]=5)=[CH:22][CH:21]=4)=[C:15]([CH2:34][CH2:35][CH3:36])[N:14]=[C:13]3[CH3:37])[CH:10]=2)[O:5][C:4]([CH3:39])([CH3:38])[CH2:3]1.N1C(C)=CC=CC=1C.FC(F)(F)S(O[Si:54]([CH:61]([CH3:63])[CH3:62])([CH:58]([CH3:60])[CH3:59])[CH:55]([CH3:57])[CH3:56])(=O)=O, predict the reaction product. The product is: [CH3:39][C:4]1([CH3:38])[CH2:3][CH:2]([O:1][Si:54]([CH:61]([CH3:63])[CH3:62])([CH:58]([CH3:60])[CH3:59])[CH:55]([CH3:57])[CH3:56])[C:11]2[C:6](=[CH:7][CH:8]=[C:9]([N:12]3[C:17](=[O:18])[C:16]([CH2:19][C:20]4[CH:25]=[CH:24][C:23]([C:26]5[C:27]([C:32]#[N:33])=[CH:28][CH:29]=[CH:30][CH:31]=5)=[CH:22][CH:21]=4)=[C:15]([CH2:34][CH2:35][CH3:36])[N:14]=[C:13]3[CH3:37])[CH:10]=2)[O:5]1.